This data is from Catalyst prediction with 721,799 reactions and 888 catalyst types from USPTO. The task is: Predict which catalyst facilitates the given reaction. Reactant: C(=O)([O-])[O-].[K+].[K+].[F:7][C:8]1[CH:13]=[C:12](B(O)O)[CH:11]=[CH:10][N:9]=1.FC(F)(F)S(O[C:23]1[CH:36]=[C:35]2[C:26]([O:27][C:28]3[CH:29]=[CH:30][C:31]([C:52]4[C:53]([F:58])=[N:54][CH:55]=[CH:56][CH:57]=4)=[CH:32][C:33]=3[C:34]32[C:40]2=[N:41][CH:42]=[CH:43][N:39]2[C:38]([NH:44][C:45]([O:47][C:48]([CH3:51])([CH3:50])[CH3:49])=[O:46])=[N:37]3)=[C:25]([F:59])[CH:24]=1)(=O)=O. Product: [F:59][C:25]1[C:26]2[O:27][C:28]3[C:33](=[CH:32][C:31]([C:52]4[C:53]([F:58])=[N:54][CH:55]=[CH:56][CH:57]=4)=[CH:30][CH:29]=3)[C:34]3([C:40]4=[N:41][CH:42]=[CH:43][N:39]4[C:38]([NH:44][C:45](=[O:46])[O:47][C:48]([CH3:50])([CH3:49])[CH3:51])=[N:37]3)[C:35]=2[CH:36]=[C:23]([C:12]2[CH:11]=[CH:10][N:9]=[C:8]([F:7])[CH:13]=2)[CH:24]=1. The catalyst class is: 38.